Regression/Classification. Given a drug SMILES string, predict its absorption, distribution, metabolism, or excretion properties. Task type varies by dataset: regression for continuous measurements (e.g., permeability, clearance, half-life) or binary classification for categorical outcomes (e.g., BBB penetration, CYP inhibition). Dataset: rlm. From a dataset of Rat liver microsome stability data. (1) The drug is COc1cc2c(cc1-c1c(C)noc1C)ncc1nc(O)n([C@H](C)c3ccccn3)c12. The result is 0 (unstable in rat liver microsomes). (2) The compound is CC(C)[C@H](NS(=O)(=O)c1ccc2c(c1)sc1cc(NC(=O)NCCc3cccs3)ccc12)C(=O)O. The result is 0 (unstable in rat liver microsomes). (3) The compound is O=C(CCS(=O)(=O)c1nc(-c2cccs2)cc(C(F)(F)F)n1)Nc1ccc(OC(F)(F)F)cc1. The result is 1 (stable in rat liver microsomes).